From a dataset of Forward reaction prediction with 1.9M reactions from USPTO patents (1976-2016). Predict the product of the given reaction. (1) Given the reactants [S:1]([N:11]1[C:15]2=[N:16][CH:17]=[C:18]([CH:20]=O)[N:19]=[C:14]2[CH:13]=[CH:12]1)([C:4]1[CH:10]=[CH:9][C:7]([CH3:8])=[CH:6][CH:5]=1)(=[O:3])=[O:2].[NH2:22][OH:23], predict the reaction product. The product is: [S:1]([N:11]1[C:15]2=[N:16][CH:17]=[C:18]([CH:20]=[N:22][OH:23])[N:19]=[C:14]2[CH:13]=[CH:12]1)([C:4]1[CH:10]=[CH:9][C:7]([CH3:8])=[CH:6][CH:5]=1)(=[O:3])=[O:2]. (2) Given the reactants [Al+3].[Cl-].[Cl-].[Cl-].[Cl:5][C:6]1[CH:11]=[CH:10][CH:9]=[C:8]([Cl:12])[C:7]=1[C:13]#[C:14][Si](C)(C)C.[C:19](Cl)(=[O:21])[CH3:20], predict the reaction product. The product is: [Cl:5][C:6]1[CH:11]=[CH:10][CH:9]=[C:8]([Cl:12])[C:7]=1[C:13]#[C:14][C:19](=[O:21])[CH3:20]. (3) Given the reactants [CH3:1][O:2][C:3]1[CH:22]=[CH:21][C:6]([C:7]([N:9]2[C:18]3[C:13](=[CH:14][CH:15]=[CH:16][CH:17]=3)[C@H:12]([NH2:19])[CH2:11][C@@H:10]2[CH3:20])=[O:8])=[CH:5][CH:4]=1.[C:23]1(=O)[CH2:27][CH2:26][CH2:25][CH2:24]1.[BH-](OC(C)=O)(OC(C)=O)OC(C)=O.[Na+].CC(O)=O, predict the reaction product. The product is: [CH:23]1([NH:19][C@H:12]2[C:13]3[C:18](=[CH:17][CH:16]=[CH:15][CH:14]=3)[N:9]([C:7](=[O:8])[C:6]3[CH:5]=[CH:4][C:3]([O:2][CH3:1])=[CH:22][CH:21]=3)[C@@H:10]([CH3:20])[CH2:11]2)[CH2:27][CH2:26][CH2:25][CH2:24]1. (4) Given the reactants [CH2:1]([C:3]1[O:4][C:5]([C:20]2[CH:25]=[CH:24][C:23]([C:26]([F:29])([F:28])[F:27])=[CH:22][CH:21]=2)=[CH:6][C:7]=1[CH:8]([O:10][C:11]1[CH:19]=[CH:18][C:14]([C:15](O)=[O:16])=[CH:13][CH:12]=1)[CH3:9])[CH3:2].[CH3:30][NH:31][CH2:32][CH2:33][C:34]([O:36]CC)=[O:35], predict the reaction product. The product is: [CH2:1]([C:3]1[O:4][C:5]([C:20]2[CH:21]=[CH:22][C:23]([C:26]([F:28])([F:29])[F:27])=[CH:24][CH:25]=2)=[CH:6][C:7]=1[CH:8]([O:10][C:11]1[CH:19]=[CH:18][C:14]([C:15]([N:31]([CH3:30])[CH2:32][CH2:33][C:34]([OH:36])=[O:35])=[O:16])=[CH:13][CH:12]=1)[CH3:9])[CH3:2]. (5) Given the reactants [Cl:1][C:2]1[CH:3]=[C:4]([CH2:9][NH2:10])[CH:5]=[CH:6][C:7]=1[F:8].[Br:11][C:12]1[S:16][C:15]2=[N:17][C:18]([C:20](O)=[O:21])=[CH:19][N:14]2[CH:13]=1, predict the reaction product. The product is: [Br:11][C:12]1[S:16][C:15]2=[N:17][C:18]([C:20]([NH:10][CH2:9][C:4]3[CH:5]=[CH:6][C:7]([F:8])=[C:2]([Cl:1])[CH:3]=3)=[O:21])=[CH:19][N:14]2[CH:13]=1.